From a dataset of Reaction yield outcomes from USPTO patents with 853,638 reactions. Predict the reaction yield, written as a fraction of the theoretical maximum amount of product (1.0 means a 100% yield; for example, 0.34 means a 34% yield). (1) The catalyst is CS(C)=O.[NH4+].[Cl-].O. The reactants are [H-].[Na+].[F:3][CH:4]([F:17])[C:5]1[C:13]2[C:12](=[O:14])[CH2:11][C:10]([CH3:16])([CH3:15])[CH2:9][C:8]=2[NH:7][N:6]=1.[Br:18][C:19]1[CH:26]=[C:25](F)[CH:24]=[CH:23][C:20]=1[C:21]#[N:22]. The yield is 0.492. The product is [Br:18][C:19]1[CH:26]=[C:25]([N:7]2[C:8]3[CH2:9][C:10]([CH3:15])([CH3:16])[CH2:11][C:12](=[O:14])[C:13]=3[C:5]([CH:4]([F:3])[F:17])=[N:6]2)[CH:24]=[CH:23][C:20]=1[C:21]#[N:22]. (2) The reactants are [Cl:1][C:2]1[C:10]2[O:9][CH2:8][O:7][C:6]=2[CH:5]=[C:4]([CH2:11]Cl)[CH:3]=1.[C-:13]#[N:14].[Na+].O. The catalyst is CS(C)=O. The product is [Cl:1][C:2]1[C:10]2[O:9][CH2:8][O:7][C:6]=2[CH:5]=[C:4]([CH2:11][C:13]#[N:14])[CH:3]=1. The yield is 0.580. (3) The reactants are [C:1]([O:4][C:5]1[CH:15]=[CH:14][CH:13]=[CH:12][C:6]=1[C:7]([O:9][CH2:10]Cl)=[O:8])(=[O:3])[CH3:2].[N+:16]([O:19][CH2:20][CH2:21][CH2:22][S:23][C:24]1[CH:32]=[CH:31][C:27]([C:28]([OH:30])=[O:29])=[CH:26][CH:25]=1)([O-:18])=[O:17].CCN(CC)CC. The catalyst is CN(C=O)C.O. The product is [C:1]([O:4][C:5]1[CH:15]=[CH:14][CH:13]=[CH:12][C:6]=1[C:7]([O:9][CH2:10][O:30][C:28](=[O:29])[C:27]1[CH:26]=[CH:25][C:24]([S:23][CH2:22][CH2:21][CH2:20][O:19][N+:16]([O-:18])=[O:17])=[CH:32][CH:31]=1)=[O:8])(=[O:3])[CH3:2]. The yield is 0.400. (4) The reactants are [Li][CH2:2][CH2:3][CH2:4][CH3:5].C1([S:12]([N:15]2[CH:19]=[CH:18][C:17]([CH3:20])=[N:16]2)(=[O:14])=[O:13])C=CC=CC=1.Cl[C:22]([Cl:28])(Cl)[C:23](Cl)(Cl)Cl.[NH4+].[Cl-:30]. The catalyst is C1COCC1.O. The product is [Cl:30][C:19]1[N:15]([S:12]([C:23]2[CH:5]=[CH:4][CH:3]=[CH:2][C:22]=2[Cl:28])(=[O:13])=[O:14])[N:16]=[C:17]([CH3:20])[CH:18]=1. The yield is 0.840. (5) The product is [CH3:1][O:2][C:3]1[CH:8]=[CH:7][CH:6]=[CH:5][C:4]=1[C:21]1[CH:26]=[CH:25][CH:24]=[CH:23][C:22]=1[C:27](=[O:29])[CH3:28]. The catalyst is C([O-])(=O)C.[Pd+2].C([O-])(=O)C.C(P(C(C)(C)C)C1C=CC=CC=1C1C=CC=CC=1)(C)(C)C.C1(C)C=CC=CC=1. The reactants are [CH3:1][O:2][C:3]1[CH:8]=[CH:7][CH:6]=[CH:5][C:4]=1B(O)O.P([O-])([O-])([O-])=O.[K+].[K+].[K+].Cl[C:21]1[CH:26]=[CH:25][CH:24]=[CH:23][C:22]=1[C:27](=[O:29])[CH3:28]. The yield is 0.890. (6) The reactants are [F:1][C:2]1[CH:7]=[CH:6][C:5]([CH2:8][C:9]2[CH:18]=[C:17]3[C:12]([C:13]([OH:29])=[C:14]([C:24](OCC)=[O:25])[C:15](=[O:23])[N:16]3[CH2:19][CH2:20][CH2:21][OH:22])=[N:11][CH:10]=2)=[CH:4][CH:3]=1.[NH2:30][CH:31]([CH3:34])[CH2:32][OH:33]. No catalyst specified. The product is [F:1][C:2]1[CH:7]=[CH:6][C:5]([CH2:8][C:9]2[CH:18]=[C:17]3[C:12]([C:13]([OH:29])=[C:14]([C:24]([NH:30][CH:31]([CH3:34])[CH2:32][OH:33])=[O:25])[C:15](=[O:23])[N:16]3[CH2:19][CH2:20][CH2:21][OH:22])=[N:11][CH:10]=2)=[CH:4][CH:3]=1. The yield is 0.310. (7) The reactants are C(OC([N:8]1[C:13]2[CH:14]=[C:15]([O:19][CH3:20])[C:16]([Cl:18])=[CH:17][C:12]=2[O:11][CH:10]([C:21]([N:23]2[CH2:28][CH2:27][C:26]([C:37]#[N:38])([CH2:29][C:30]3[CH:35]=[CH:34][C:33]([F:36])=[CH:32][CH:31]=3)[CH2:25][CH2:24]2)=[O:22])[CH2:9]1)=O)(C)(C)C.FC(F)(F)C(O)=O. The catalyst is C(Cl)Cl. The product is [Cl:18][C:16]1[C:15]([O:19][CH3:20])=[CH:14][C:13]2[NH:8][CH2:9][CH:10]([C:21]([N:23]3[CH2:28][CH2:27][C:26]([CH2:29][C:30]4[CH:31]=[CH:32][C:33]([F:36])=[CH:34][CH:35]=4)([C:37]#[N:38])[CH2:25][CH2:24]3)=[O:22])[O:11][C:12]=2[CH:17]=1. The yield is 0.750. (8) The reactants are Br[C:2]1[CH:6]=[CH:5][S:4][C:3]=1[CH:7]=[O:8].[C:9]1(B(O)O)[CH:14]=[CH:13][CH:12]=[CH:11][CH:10]=1. The catalyst is COCCOC.C1C=CC([P]([Pd]([P](C2C=CC=CC=2)(C2C=CC=CC=2)C2C=CC=CC=2)([P](C2C=CC=CC=2)(C2C=CC=CC=2)C2C=CC=CC=2)[P](C2C=CC=CC=2)(C2C=CC=CC=2)C2C=CC=CC=2)(C2C=CC=CC=2)C2C=CC=CC=2)=CC=1. The product is [C:9]1([C:2]2[CH:6]=[CH:5][S:4][C:3]=2[CH:7]=[O:8])[CH:14]=[CH:13][CH:12]=[CH:11][CH:10]=1. The yield is 0.340. (9) The reactants are [N+:1]([C:4]1[CH:9]=[CH:8][C:7]([C:10]2[N:11]=[CH:12][N:13]([CH2:15][CH2:16][C:17]([NH:20][CH2:21][CH:22]([C:24]3[CH:25]=[C:26]([NH:30][S:31]([C:34]4[CH:39]=[CH:38][CH:37]=[CH:36][CH:35]=4)(=[O:33])=[O:32])[CH:27]=[CH:28][CH:29]=3)[OH:23])([CH3:19])[CH3:18])[CH:14]=2)=[CH:6][CH:5]=1)([O-])=O. The catalyst is [Pd].CO. The product is [NH2:1][C:4]1[CH:5]=[CH:6][C:7]([C:10]2[N:11]=[CH:12][N:13]([CH2:15][CH2:16][C:17]([NH:20][CH2:21][CH:22]([C:24]3[CH:25]=[C:26]([NH:30][S:31]([C:34]4[CH:35]=[CH:36][CH:37]=[CH:38][CH:39]=4)(=[O:33])=[O:32])[CH:27]=[CH:28][CH:29]=3)[OH:23])([CH3:18])[CH3:19])[CH:14]=2)=[CH:8][CH:9]=1. The yield is 0.990. (10) The reactants are [C:1]([OH:10])(=[O:9])[C@@H:2]([C@H:4]([C:6]([OH:8])=[O:7])[OH:5])[OH:3].[CH3:11][N:12]([CH2:19][CH2:20][O:21][C:22]1[CH:35]=[CH:34][C:25]([CH2:26][CH:27]2[S:31][C:30](=[O:32])[NH:29][C:28]2=[O:33])=[CH:24][CH:23]=1)[C:13]1[CH:18]=[CH:17][CH:16]=[CH:15][N:14]=1. The catalyst is CC(O)C. The product is [C:6]([C@@H:4]([C@H:2]([C:1]([OH:10])=[O:9])[OH:3])[OH:5])([OH:8])=[O:7].[CH3:11][N:12]([CH2:19][CH2:20][O:21][C:22]1[CH:35]=[CH:34][C:25]([CH2:26][CH:27]2[S:31][C:30](=[O:32])[NH:29][C:28]2=[O:33])=[CH:24][CH:23]=1)[C:13]1[CH:18]=[CH:17][CH:16]=[CH:15][N:14]=1. The yield is 0.950.